From a dataset of Forward reaction prediction with 1.9M reactions from USPTO patents (1976-2016). Predict the product of the given reaction. (1) Given the reactants [CH3:1][N:2]1[N:11]=[N:10][C:9]2[N:5]([CH:6]=[N:7][C:8]=2[C:12]([NH2:14])=[O:13])[C:3]1=[O:4].Cl.C(O)(=O)C.C(#N)C, predict the reaction product. The product is: [CH3:1][N:2]1[N:11]=[N:10][C:9]2[N:5]([CH:6]=[N:7][C:8]=2[C:12]([NH2:14])=[O:13])[C:3]1=[O:4]. (2) The product is: [S:3]1[C:4]2[CH:10]=[CH:9][CH:8]=[CH:7][C:5]=2[N:6]=[C:2]1[N:16]([C:15]1[CH:17]=[CH:18][C:19]([CH3:20])=[C:13]([O:12][CH3:11])[CH:14]=1)[C:24](=[O:25])[C:23]1[CH:27]=[CH:28][CH:29]=[CH:30][C:22]=1[Cl:21]. Given the reactants Cl[C:2]1[S:3][C:4]2[CH:10]=[CH:9][CH:8]=[CH:7][C:5]=2[N:6]=1.[CH3:11][O:12][C:13]1[CH:14]=[C:15]([CH:17]=[CH:18][C:19]=1[CH3:20])[NH2:16].[Cl:21][C:22]1[CH:30]=[CH:29][CH:28]=[CH:27][C:23]=1[C:24](Cl)=[O:25], predict the reaction product. (3) Given the reactants C[O:2][C:3](=[O:28])[C:4]1[CH:9]=[C:8]([C:10](=[O:26])[C:11]2[CH:16]=[CH:15][C:14]([O:17][CH2:18][C:19]3[CH:24]=[CH:23][CH:22]=[C:21]([Cl:25])[CH:20]=3)=[CH:13][N:12]=2)[CH:7]=[CH:6][C:5]=1F.[C:29]1([OH:35])[CH:34]=[CH:33][CH:32]=[CH:31][CH:30]=1, predict the reaction product. The product is: [Cl:25][C:21]1[CH:20]=[C:19]([CH:24]=[CH:23][CH:22]=1)[CH2:18][O:17][C:14]1[CH:15]=[CH:16][C:11]([C:10]([C:8]2[CH:7]=[CH:6][C:5]([O:35][C:29]3[CH:34]=[CH:33][CH:32]=[CH:31][CH:30]=3)=[C:4]([CH:9]=2)[C:3]([OH:2])=[O:28])=[O:26])=[N:12][CH:13]=1. (4) Given the reactants O1[C:5]2([CH2:10][CH2:9][CH:8]([N:11]3[C:15]([CH:16]([CH3:18])[CH3:17])=[CH:14][C:13]([CH:19]([CH3:21])[CH3:20])=[N:12]3)[CH2:7][CH2:6]2)[O:4]CC1.Cl, predict the reaction product. The product is: [CH:19]([C:13]1[CH:14]=[C:15]([CH:16]([CH3:18])[CH3:17])[N:11]([CH:8]2[CH2:9][CH2:10][C:5](=[O:4])[CH2:6][CH2:7]2)[N:12]=1)([CH3:20])[CH3:21]. (5) Given the reactants [O:1]1[C:5]2([CH2:10][CH2:9][CH:8]([N:11]3[CH:15]=[C:14]([Si](C)(C)C)[N:13]=[N:12]3)[CH2:7][CH2:6]2)[O:4][CH2:3][CH2:2]1.[F-].C([N+](CCCC)(CCCC)CCCC)CCC, predict the reaction product. The product is: [O:1]1[C:5]2([CH2:10][CH2:9][CH:8]([N:11]3[CH:15]=[CH:14][N:13]=[N:12]3)[CH2:7][CH2:6]2)[O:4][CH2:3][CH2:2]1. (6) Given the reactants C(=O)([O-])[O-].[K+].[K+].Cl.[CH2:8]([NH:15][CH2:16][CH2:17][CH:18]([C:30]1[CH:35]=[CH:34][C:33]([NH:36][C:37]([O:39][CH3:40])=[O:38])=[CH:32][CH:31]=1)[C:19]1[CH:24]=[CH:23][C:22]([NH:25][C:26]([O:28][CH3:29])=[O:27])=[CH:21][CH:20]=1)[C:9]1[CH:14]=[CH:13][CH:12]=[CH:11][CH:10]=1.[CH2:41](Br)[C:42]1[CH:47]=[CH:46][CH:45]=[CH:44][CH:43]=1, predict the reaction product. The product is: [CH2:8]([N:15]([CH2:16][CH2:17][CH:18]([C:30]1[CH:35]=[CH:34][C:33]([NH:36][C:37]([O:39][CH3:40])=[O:38])=[CH:32][CH:31]=1)[C:19]1[CH:24]=[CH:23][C:22]([NH:25][C:26]([O:28][CH3:29])=[O:27])=[CH:21][CH:20]=1)[CH2:41][C:42]1[CH:47]=[CH:46][CH:45]=[CH:44][CH:43]=1)[C:9]1[CH:10]=[CH:11][CH:12]=[CH:13][CH:14]=1. (7) Given the reactants C(Cl)(=O)C([Cl:4])=O.[Cl:7][C:8]1[CH:13]=[CH:12][C:11]([S:14][C:15]2[C:16]([C:26]3[CH:31]=[CH:30][C:29]([C:32](=O)[CH2:33][CH3:34])=[CH:28][CH:27]=3)=[N:17][N:18]([C:20]3[CH:25]=[CH:24][CH:23]=[CH:22][CH:21]=3)[CH:19]=2)=[CH:10][CH:9]=1.O, predict the reaction product. The product is: [Cl:7][C:8]1[CH:13]=[CH:12][C:11]([S:14][C:15]2[C:16]([C:26]3[CH:31]=[CH:30][C:29]([CH:32]([Cl:4])[CH2:33][CH3:34])=[CH:28][CH:27]=3)=[N:17][N:18]([C:20]3[CH:25]=[CH:24][CH:23]=[CH:22][CH:21]=3)[CH:19]=2)=[CH:10][CH:9]=1. (8) The product is: [Br:32][C:33]1[C:41]2[C:40](=[O:42])[N:39]([CH2:54][CH2:53][C:44]3[CH:45]=[CH:46][C:47]4[C:52](=[CH:51][CH:50]=[CH:49][CH:48]=4)[N:43]=3)[N:38]=[CH:37][C:36]=2[S:35][CH:34]=1. Given the reactants C1C=CC(P(C2C=CC=CC=2)C2C=CC=CC=2)=CC=1.CCOC(/N=N/C(OCC)=O)=O.[Br:32][C:33]1[C:41]2[C:40](=[O:42])[NH:39][N:38]=[CH:37][C:36]=2[S:35][CH:34]=1.[N:43]1[C:52]2[C:47](=[CH:48][CH:49]=[CH:50][CH:51]=2)[CH:46]=[CH:45][C:44]=1[CH2:53][CH2:54]O, predict the reaction product. (9) Given the reactants [NH2:1][C@:2]([O:105][CH2:106][CH:107]=[CH2:108])([C:8]([NH:10][C@@H:11]([C:36]([NH:38][CH2:39][C:40]([NH:42][C@H:43]([C:52]([NH:54][C@@H:55]([C:57]([NH:59][C@H:60]([C:69]([NH:71][C@H:72]([C:85]([NH:87]C(OCC1C2C(=CC=CC=2)C2C1=CC=CC=2)=O)=[O:86])[CH2:73][CH2:74][CH2:75][NH:76][NH:77][C:78]([O:80][C:81]([CH3:84])([CH3:83])[CH3:82])=[O:79])=[O:70])[CH2:61][C:62](=[O:68])[O:63][C:64]([CH3:67])([CH3:66])[CH3:65])=[O:58])[CH3:56])=[O:53])[CH2:44][C:45](=[O:51])[O:46][C:47]([CH3:50])([CH3:49])[CH3:48])=[O:41])=[O:37])[CH2:12][C:13](=[O:35])[NH:14][NH:15][C:16]([C:29]1[CH:34]=[CH:33][CH:32]=[CH:31][CH:30]=1)([C:23]1[CH:28]=[CH:27][CH:26]=[CH:25][CH:24]=1)[C:17]1[CH:22]=[CH:21][CH:20]=[CH:19][CH:18]=1)=[O:9])[CH2:3][CH2:4][C:5](=[O:7])[OH:6], predict the reaction product. The product is: [CH3:69][N:71]1[CH2:75][CH2:74][CH2:73][CH2:72]1.[NH2:1][C@:2]([O:105][CH2:106][CH:107]=[CH2:108])([C:8]([NH:10][C@@H:11]([C:36]([NH:38][CH2:39][C:40]([NH:42][C@H:43]([C:52]([NH:54][C@@H:55]([C:57]([NH:59][C@H:60]([C:69]([NH:71][C@H:72]([C:85]([NH2:87])=[O:86])[CH2:73][CH2:74][CH2:75][NH:76][NH:77][C:78]([O:80][C:81]([CH3:84])([CH3:83])[CH3:82])=[O:79])=[O:70])[CH2:61][C:62](=[O:68])[O:63][C:64]([CH3:66])([CH3:65])[CH3:67])=[O:58])[CH3:56])=[O:53])[CH2:44][C:45](=[O:51])[O:46][C:47]([CH3:48])([CH3:49])[CH3:50])=[O:41])=[O:37])[CH2:12][C:13](=[O:35])[NH:14][NH:15][C:16]([C:23]1[CH:28]=[CH:27][CH:26]=[CH:25][CH:24]=1)([C:29]1[CH:30]=[CH:31][CH:32]=[CH:33][CH:34]=1)[C:17]1[CH:22]=[CH:21][CH:20]=[CH:19][CH:18]=1)=[O:9])[CH2:3][CH2:4][C:5](=[O:6])[OH:7].